Predict the reaction yield, written as a fraction of the theoretical maximum amount of product (1.0 means a 100% yield; for example, 0.34 means a 34% yield). From a dataset of Reaction yield outcomes from USPTO patents with 853,638 reactions. (1) The reactants are [N:1]1([C@:4]23[CH2:47][CH2:46][C@@H:45]([C:48]([CH3:50])=[CH2:49])[C@@H:5]2[C@@H:6]2[C@@:19]([CH3:22])([CH2:20][CH2:21]3)[C@@:18]3([CH3:23])[C@@H:9]([C@:10]4([CH3:44])[C@@H:15]([CH2:16][CH2:17]3)[C:14]([CH3:25])([CH3:24])[C:13]([C:26]3[CH2:31][CH2:30][C@:29]([CH2:42][F:43])([C:32]([O:34]CC5C=CC=CC=5)=[O:33])[CH2:28][CH:27]=3)=[CH:12][CH2:11]4)[CH2:8][CH2:7]2)[CH2:3][CH2:2]1.N1CCC(C(O)=O)(C(O)=O)CC1.[NH:63]1[CH2:68][CH2:67][C:66]([C:74]([O:76][CH2:77][CH3:78])=[O:75])([C:69]([O:71][CH2:72][CH3:73])=[O:70])[CH2:65][CH2:64]1.[I-].[Na+].P([O-])([O-])([O-])=O.[K+].[K+].[K+]. The catalyst is C(OCC)(=O)C.CC#N. The product is [CH2:72]([O:71][C:69]([C:66]1([C:74]([O:76][CH2:77][CH3:78])=[O:75])[CH2:65][CH2:64][N:63]([CH2:3][CH2:2][NH:1][C@:4]23[CH2:47][CH2:46][C@@H:45]([C:48]([CH3:50])=[CH2:49])[C@@H:5]2[C@@H:6]2[C@@:19]([CH3:22])([CH2:20][CH2:21]3)[C@@:18]3([CH3:23])[C@@H:9]([C@:10]4([CH3:44])[C@@H:15]([CH2:16][CH2:17]3)[C:14]([CH3:24])([CH3:25])[C:13]([C:26]3[CH2:31][CH2:30][C@:29]([CH2:42][F:43])([C:32]([OH:34])=[O:33])[CH2:28][CH:27]=3)=[CH:12][CH2:11]4)[CH2:8][CH2:7]2)[CH2:68][CH2:67]1)=[O:70])[CH3:73]. The yield is 0.480. (2) The reactants are Cl[C:2]1[C:7]([C:8]([F:11])([F:10])[F:9])=[CH:6][CH:5]=[CH:4][N:3]=1.[NH:12]1[CH2:17][CH2:16][NH:15][CH2:14][CH2:13]1. The catalyst is C(O)CCC. The product is [F:9][C:8]([F:11])([F:10])[C:7]1[C:2]([N:12]2[CH2:17][CH2:16][NH:15][CH2:14][CH2:13]2)=[N:3][CH:4]=[CH:5][CH:6]=1. The yield is 0.400. (3) The reactants are [Br:1][C:2]1[CH:3]=[CH:4][C:5]([O:19]C)=[C:6]([CH2:8][CH2:9][C:10]2[C:17]([Cl:18])=[CH:16][CH:15]=[CH:14][C:11]=2[C:12]#[N:13])[CH:7]=1.B(Br)(Br)Br. The catalyst is C(Cl)Cl. The product is [Br:1][C:2]1[CH:3]=[CH:4][C:5]([OH:19])=[C:6]([CH2:8][CH2:9][C:10]2[C:17]([Cl:18])=[CH:16][CH:15]=[CH:14][C:11]=2[C:12]#[N:13])[CH:7]=1. The yield is 0.810. (4) The reactants are [CH3:1][O:2][C:3]1[C:8]2[C:9](=[O:15])[O:10][C:11]([NH:13][CH3:14])=[N:12][C:7]=2[CH:6]=[CH:5][CH:4]=1.[CH3:16][NH2:17]. The catalyst is CS(C)=O.O. The product is [CH3:1][O:2][C:3]1[CH:4]=[CH:5][CH:6]=[C:7]([NH:12][C:11]([NH:13][CH3:14])=[O:10])[C:8]=1[C:9]([NH:17][CH3:16])=[O:15]. The yield is 0.810.